This data is from Reaction yield outcomes from USPTO patents with 853,638 reactions. The task is: Predict the reaction yield, written as a fraction of the theoretical maximum amount of product (1.0 means a 100% yield; for example, 0.34 means a 34% yield). (1) The reactants are Cl.O1CCOCC1.[Cl:8][C:9]1[CH:14]=[CH:13][C:12]([CH:15]([NH:19][C:20]([C:22]2([NH:37]C(=O)OC(C)(C)C)[CH2:27][CH2:26][N:25]([C:28]3[C:29]4[CH:36]=[CH:35][NH:34][C:30]=4[N:31]=[CH:32][N:33]=3)[CH2:24][CH2:23]2)=[O:21])[CH2:16][C:17]#[N:18])=[CH:11][CH:10]=1. The catalyst is C(Cl)Cl. The product is [NH2:37][C:22]1([C:20]([NH:19][CH:15]([C:12]2[CH:13]=[CH:14][C:9]([Cl:8])=[CH:10][CH:11]=2)[CH2:16][C:17]#[N:18])=[O:21])[CH2:23][CH2:24][N:25]([C:28]2[C:29]3[CH:36]=[CH:35][NH:34][C:30]=3[N:31]=[CH:32][N:33]=2)[CH2:26][CH2:27]1. The yield is 0.422. (2) The reactants are [H-].[Na+].[OH:3][C:4]1[CH:9]=[CH:8][C:7]([N:10]2[C:18](=[O:19])[C:17]3[C:12](=[CH:13][CH:14]=[CH:15][CH:16]=3)[C:11]2=[O:20])=[CH:6][CH:5]=1.[C:21]([O:25][C:26]([N:28]1[CH2:32][CH2:31][CH2:30][C@@H:29]1[CH2:33]OS(C1C=CC(C)=CC=1)(=O)=O)=[O:27])([CH3:24])([CH3:23])[CH3:22]. The catalyst is CN(C=O)C. The product is [C:21]([O:25][C:26]([N:28]1[CH2:32][CH2:31][CH2:30][C@@H:29]1[CH2:33][O:3][C:4]1[CH:5]=[CH:6][C:7]([N:10]2[C:18](=[O:19])[C:17]3[C:12](=[CH:13][CH:14]=[CH:15][CH:16]=3)[C:11]2=[O:20])=[CH:8][CH:9]=1)=[O:27])([CH3:24])([CH3:22])[CH3:23]. The yield is 0.550. (3) The reactants are [OH-].[Na+].[Cl:3][C:4]1[C:5]([NH:10][CH2:11][C:12]([O:14]CC)=[O:13])=[N:6][CH:7]=[CH:8][N:9]=1.Cl. The catalyst is C(O)C. The product is [Cl:3][C:4]1[C:5]([NH:10][CH2:11][C:12]([OH:14])=[O:13])=[N:6][CH:7]=[CH:8][N:9]=1. The yield is 0.230.